Dataset: Forward reaction prediction with 1.9M reactions from USPTO patents (1976-2016). Task: Predict the product of the given reaction. (1) Given the reactants Cl[C:2]1[C:3]([NH:8][CH3:9])=[N:4][CH:5]=[CH:6][N:7]=1.[NH2:10][C:11]1[CH:16]=[CH:15][CH:14]=[C:13]([CH3:17])[CH:12]=1.CC(C)([O-])C.[Na+], predict the reaction product. The product is: [CH3:9][NH:8][C:3]1[C:2]([NH:10][C:11]2[CH:12]=[C:13]([CH3:17])[CH:14]=[CH:15][CH:16]=2)=[N:7][CH:6]=[CH:5][N:4]=1. (2) Given the reactants Cl.[Br:2][C:3]1[CH:8]=[CH:7][C:6]([CH:9]2[O:15][CH2:14][CH2:13][NH:12][CH2:11][CH2:10]2)=[CH:5][CH:4]=1.Cl[C:17]1[N:22]([CH3:23])[C:21](=[O:24])[CH:20]=[C:19]([C:25]2[CH:30]=[CH:29][N:28]=[CH:27][N:26]=2)[N:18]=1.C(N(CC)CC)C.O, predict the reaction product. The product is: [Br:2][C:3]1[CH:4]=[CH:5][C:6]([CH:9]2[O:15][CH2:14][CH2:13][N:12]([C:17]3[N:22]([CH3:23])[C:21](=[O:24])[CH:20]=[C:19]([C:25]4[CH:30]=[CH:29][N:28]=[CH:27][N:26]=4)[N:18]=3)[CH2:11][CH2:10]2)=[CH:7][CH:8]=1. (3) Given the reactants [C:1]1([C:7](=[N:14][CH2:15][C:16]([O:18][C:19]([CH3:22])([CH3:21])[CH3:20])=[O:17])[C:8]2[CH:13]=[CH:12][CH:11]=[CH:10][CH:9]=2)[CH:6]=[CH:5][CH:4]=[CH:3][CH:2]=1.[Li+].CC([N-]C(C)C)C.FC(F)(F)S(O[CH2:37][CH2:38][C:39]([F:42])([F:41])[F:40])(=O)=O.C(OCC)(=O)C, predict the reaction product. The product is: [C:1]1([C:7](=[N:14][CH:15]([CH2:37][CH2:38][C:39]([F:42])([F:41])[F:40])[C:16]([O:18][C:19]([CH3:22])([CH3:21])[CH3:20])=[O:17])[C:8]2[CH:9]=[CH:10][CH:11]=[CH:12][CH:13]=2)[CH:2]=[CH:3][CH:4]=[CH:5][CH:6]=1. (4) Given the reactants C[O:2][C:3](=[O:39])[C:4]1[CH:16]=[CH:15][C:14]([O:17][CH2:18][CH2:19][CH2:20][CH2:21][CH2:22][CH2:23][CH2:24][CH2:25][CH2:26][CH2:27][CH2:28][CH2:29][CH2:30][CH2:31][C:32]([O:34][C:35]([CH3:38])([CH3:37])[CH3:36])=[O:33])=[C:6]([C:7]([O:9][C:10]([CH3:13])([CH3:12])[CH3:11])=[O:8])[CH:5]=1.[OH-].[Na+].Cl.O, predict the reaction product. The product is: [C:10]([O:9][C:7](=[O:8])[C:6]1[CH:5]=[C:4]([CH:16]=[CH:15][C:14]=1[O:17][CH2:18][CH2:19][CH2:20][CH2:21][CH2:22][CH2:23][CH2:24][CH2:25][CH2:26][CH2:27][CH2:28][CH2:29][CH2:30][CH2:31][C:32]([O:34][C:35]([CH3:38])([CH3:37])[CH3:36])=[O:33])[C:3]([OH:39])=[O:2])([CH3:13])([CH3:12])[CH3:11].